Predict the product of the given reaction. From a dataset of Forward reaction prediction with 1.9M reactions from USPTO patents (1976-2016). (1) Given the reactants [CH2:1]([O:3][C:4]1[C:5]2[S:31][C:17]3[N:18]=[C:19]([C:23]4[CH:28]=[CH:27][C:26]([CH:29]=[CH2:30])=[CH:25][CH:24]=4)[N:20]=[C:21]([CH3:22])[C:16]=3[C:6]=2[N:7]=[C:8]([N:10]2[CH2:15][CH2:14][NH:13][CH2:12][CH2:11]2)[N:9]=1)[CH3:2].[OH2:32].C[N+]1([O-])CC[O:37]CC1, predict the reaction product. The product is: [OH:32][CH:29]([C:26]1[CH:27]=[CH:28][C:23]([C:19]2[N:20]=[C:21]([CH3:22])[C:16]3[C:6]4[N:7]=[C:8]([N:10]5[CH2:11][CH2:12][NH:13][CH2:14][CH2:15]5)[N:9]=[C:4]([O:3][CH2:1][CH3:2])[C:5]=4[S:31][C:17]=3[N:18]=2)=[CH:24][CH:25]=1)[CH2:30][OH:37]. (2) Given the reactants [Cl:1][C:2]1[CH:7]=[CH:6][C:5]([Cl:8])=[CH:4][C:3]=1[OH:9].[F:10][C:11]([F:35])([F:34])[C:12]1[CH:13]=[C:14]([C:22]2[N:27]=[C:26](Cl)[C:25]([C:29]([O:31][CH2:32][CH3:33])=[O:30])=[CH:24][N:23]=2)[CH:15]=[C:16]([C:18]([F:21])([F:20])[F:19])[CH:17]=1.C(=O)([O-])[O-].[K+].[K+], predict the reaction product. The product is: [F:21][C:18]([F:19])([F:20])[C:16]1[CH:15]=[C:14]([C:22]2[N:23]=[C:24]([O:9][C:3]3[CH:4]=[C:5]([Cl:8])[CH:6]=[CH:7][C:2]=3[Cl:1])[C:25]([C:29]([O:31][CH2:32][CH3:33])=[O:30])=[CH:26][N:27]=2)[CH:13]=[C:12]([C:11]([F:35])([F:10])[F:34])[CH:17]=1. (3) Given the reactants [C:1]([O:7][CH2:8][CH3:9])(=[O:6])[CH2:2][C:3]([CH3:5])=[O:4].Br[CH:11](Br)[CH3:12].C(=O)([O-])[O-].[K+].[K+], predict the reaction product. The product is: [C:3]([C:2]1([C:1]([O:7][CH2:8][CH3:9])=[O:6])[CH2:12][CH2:11]1)(=[O:4])[CH3:5].